This data is from Reaction yield outcomes from USPTO patents with 853,638 reactions. The task is: Predict the reaction yield, written as a fraction of the theoretical maximum amount of product (1.0 means a 100% yield; for example, 0.34 means a 34% yield). The reactants are [I-:1].[CH3:2][N:3]1[CH:7]=[CH:6][CH:5]=[C:4]1[CH2:8][N+](C)(C)C.[C:13]1([P:19]([C:26]2[CH:31]=[CH:30][CH:29]=[CH:28][CH:27]=2)[C:20]2[CH:25]=[CH:24][CH:23]=[CH:22][CH:21]=2)[CH:18]=[CH:17][CH:16]=[CH:15][CH:14]=1. The catalyst is C(#N)C. The product is [I-:1].[CH3:2][N:3]1[CH:7]=[CH:6][CH:5]=[C:4]1[CH2:8][P+:19]([C:20]1[CH:21]=[CH:22][CH:23]=[CH:24][CH:25]=1)([C:26]1[CH:31]=[CH:30][CH:29]=[CH:28][CH:27]=1)[C:13]1[CH:14]=[CH:15][CH:16]=[CH:17][CH:18]=1. The yield is 0.810.